Dataset: Full USPTO retrosynthesis dataset with 1.9M reactions from patents (1976-2016). Task: Predict the reactants needed to synthesize the given product. Given the product [CH:1]1([NH:7][C:8]2[C:13]([C:14]([NH:16][CH:28]=[O:29])=[O:15])=[CH:12][N:11]=[C:10]3[N:17]([CH2:20][O:21][CH2:22][CH2:23][Si:24]([CH3:27])([CH3:26])[CH3:25])[CH:18]=[CH:19][C:9]=23)[CH2:6][CH2:5][CH2:4][CH2:3][CH2:2]1, predict the reactants needed to synthesize it. The reactants are: [CH:1]1([NH:7][C:8]2[C:13]([C:14]([NH2:16])=[O:15])=[CH:12][N:11]=[C:10]3[N:17]([CH2:20][O:21][CH2:22][CH2:23][Si:24]([CH3:27])([CH3:26])[CH3:25])[CH:18]=[CH:19][C:9]=23)[CH2:6][CH2:5][CH2:4][CH2:3][CH2:2]1.[CH:28](OCC)(OCC)[O:29]CC.